Dataset: Forward reaction prediction with 1.9M reactions from USPTO patents (1976-2016). Task: Predict the product of the given reaction. (1) The product is: [CH3:10][O:9][C:7](=[O:8])[CH2:6][C:3]1([CH2:2][O:1][S:19]([CH3:18])(=[O:21])=[O:20])[CH2:5][CH2:4]1. Given the reactants [OH:1][CH2:2][C:3]1([CH2:6][C:7]([O:9][CH3:10])=[O:8])[CH2:5][CH2:4]1.C(N(CC)CC)C.[CH3:18][S:19](Cl)(=[O:21])=[O:20], predict the reaction product. (2) Given the reactants C(OC([N:8]1[CH2:12][CH2:11][CH:10]([OH:13])[CH2:9]1)=O)(C)(C)C.C1(P(C2C=CC=CC=2)C2C=CC=CC=2)C=CC=CC=1.[Cl:33][C:34]1[CH:39]=[CH:38][C:37](O)=[CH:36][CH:35]=1.N(C(OCC)=O)=NC(OCC)=O, predict the reaction product. The product is: [Cl:33][C:34]1[CH:39]=[CH:38][C:37]([O:13][CH:10]2[CH2:11][CH2:12][NH:8][CH2:9]2)=[CH:36][CH:35]=1. (3) Given the reactants [Br:1][C:2]1[CH:3]=[C:4]2[C:8](=[CH:9][CH:10]=1)[NH:7][N:6]=[C:5]2[C:11]([OH:13])=[O:12].[O:14]1[CH:19]=[CH:18][CH2:17][CH2:16][CH2:15]1.CC1C=CC(S(O)(=O)=O)=CC=1, predict the reaction product. The product is: [Br:1][C:2]1[CH:3]=[C:4]2[C:8](=[CH:9][CH:10]=1)[N:7]([CH:15]1[CH2:16][CH2:17][CH2:18][CH2:19][O:14]1)[N:6]=[C:5]2[C:11]([OH:13])=[O:12]. (4) Given the reactants Cl[C:2]1[N:7]=[C:6]([NH:8][C@H:9]([CH2:13][CH:14]2[CH2:16][CH2:15]2)[C:10]([NH2:12])=[O:11])[CH:5]=[N:4][C:3]=1[C:17]#[N:18].[NH2:19][C:20]1[CH:21]=[N:22][C:23]2[C:28]([CH:29]=1)=[CH:27][CH:26]=[CH:25][CH:24]=2.C([O-])([O-])=O.[K+].[K+].C1C=CC(P(C2C(C3C(P(C4C=CC=CC=4)C4C=CC=CC=4)=CC=C4C=3C=CC=C4)=C3C(C=CC=C3)=CC=2)C2C=CC=CC=2)=CC=1, predict the reaction product. The product is: [C:17]([C:3]1[N:4]=[CH:5][C:6]([NH:8][C@H:9]([CH2:13][CH:14]2[CH2:16][CH2:15]2)[C:10]([NH2:12])=[O:11])=[N:7][C:2]=1[NH:19][C:20]1[CH:21]=[N:22][C:23]2[C:28]([CH:29]=1)=[CH:27][CH:26]=[CH:25][CH:24]=2)#[N:18]. (5) Given the reactants [OH:1][C:2]1[CH:11]=[C:10]([O:12][CH2:13][C:14]2[CH:19]=[CH:18][C:17]([O:20][CH3:21])=[CH:16][CH:15]=2)[CH:9]=[CH:8][C:3]=1[C:4]([O:6]C)=O.[CH:22]1([NH2:25])[CH2:24][CH2:23]1, predict the reaction product. The product is: [CH:22]1([NH:25][C:4](=[O:6])[C:3]2[CH:8]=[CH:9][C:10]([O:12][CH2:13][C:14]3[CH:19]=[CH:18][C:17]([O:20][CH3:21])=[CH:16][CH:15]=3)=[CH:11][C:2]=2[OH:1])[CH2:24][CH2:23]1. (6) Given the reactants [C:1]([C:4]1[CH:8]=[CH:7][N:6]([CH3:9])[CH:5]=1)(=O)[CH3:2].[CH2:10]([NH2:13])[CH2:11][NH2:12].O.C1(C)C=CC(S(O)(=O)=O)=CC=1.[BH4-].[Na+].Cl, predict the reaction product. The product is: [CH3:9][N:6]1[CH:7]=[CH:8][C:4]([CH:1]([NH:12][CH2:11][CH2:10][NH2:13])[CH3:2])=[CH:5]1. (7) Given the reactants [F:1][C:2]1[CH:3]=[C:4]2[C:8](=[CH:9][CH:10]=1)[NH:7][C:6](=[O:11])/[C:5]/2=[CH:12]\[C:13]1[NH:17][C:16]([CH3:18])=[C:15]([C:19]([NH:21]O)=[O:20])[C:14]=1[CH3:23].C1C=CC2N(O)N=NC=2C=1.C(N(CC)CC)C.Cl.Cl.N[CH2:44][CH2:45][CH2:46][CH2:47][CH2:48][C:49]([O:51][CH3:52])=[O:50].[OH-].[Na+], predict the reaction product. The product is: [F:1][C:2]1[CH:3]=[C:4]2[C:8](=[CH:9][CH:10]=1)[NH:7][C:6](=[O:11])/[C:5]/2=[CH:12]\[C:13]1[NH:17][C:16]([CH3:18])=[C:15]([C:19]([NH:21][CH2:44][CH2:45][CH2:46][CH2:47][CH2:48][C:49]([O:51][CH3:52])=[O:50])=[O:20])[C:14]=1[CH3:23]. (8) Given the reactants [C:1]([Si:5]([CH3:11])([CH3:10])[O:6][CH2:7][C:8]#[CH:9])([CH3:4])([CH3:3])[CH3:2].[Li]CCCC.[O:17]=[C:18]1[CH2:23][CH2:22][N:21]([C:24]([O:26][C:27]([CH3:30])([CH3:29])[CH3:28])=[O:25])[CH2:20][CH2:19]1, predict the reaction product. The product is: [Si:5]([O:6][CH2:7][C:8]#[C:9][C:18]1([OH:17])[CH2:19][CH2:20][N:21]([C:24]([O:26][C:27]([CH3:29])([CH3:28])[CH3:30])=[O:25])[CH2:22][CH2:23]1)([C:1]([CH3:3])([CH3:4])[CH3:2])([CH3:10])[CH3:11]. (9) Given the reactants Br[C:2]1[CH:9]=[C:6]([CH:7]=[O:8])[C:5]([OH:10])=[CH:4][CH:3]=1.[C:11]([Cu])#[N:12], predict the reaction product. The product is: [CH:7]([C:6]1[CH:9]=[C:2]([CH:3]=[CH:4][C:5]=1[OH:10])[C:11]#[N:12])=[O:8].